From a dataset of Forward reaction prediction with 1.9M reactions from USPTO patents (1976-2016). Predict the product of the given reaction. (1) Given the reactants Cl.[NH2:2][CH:3]1[CH2:7][CH2:6][N:5]([C:8]2[N:9]=[C:10]([NH:17][C:18]3[CH:23]=[CH:22][C:21]([O:24][CH3:25])=[C:20]([O:26][CH3:27])[CH:19]=3)[C:11]3[N:16]=[CH:15][S:14][C:12]=3[N:13]=2)[CH2:4]1.[NH:28]1[C:36]2[C:31](=[CH:32][CH:33]=[C:34]([C:37](O)=[O:38])[CH:35]=2)[CH:30]=[N:29]1.CCN=C=NCCCN(C)C.CN1C=CN=C1, predict the reaction product. The product is: [CH3:27][O:26][C:20]1[CH:19]=[C:18]([NH:17][C:10]2[C:11]3[N:16]=[CH:15][S:14][C:12]=3[N:13]=[C:8]([N:5]3[CH2:6][CH2:7][CH:3]([NH:2][C:37]([C:34]4[CH:35]=[C:36]5[C:31]([CH:30]=[N:29][NH:28]5)=[CH:32][CH:33]=4)=[O:38])[CH2:4]3)[N:9]=2)[CH:23]=[CH:22][C:21]=1[O:24][CH3:25]. (2) Given the reactants C([O:5][C:6]([CH2:8][N:9]1[CH2:17][CH2:16][N:15]([CH2:18][CH:19]([NH:56][CH2:57][C:58]([O:60]C(C)(C)C)=[O:59])[CH2:20][C:21]2[CH:26]=[CH:25][C:24]([NH:27][C:28](=[O:55])[CH2:29][CH2:30][CH:31]([CH:33]3[C:49]4([CH3:50])[CH:36]([CH:37]5[CH:46]([CH2:47][CH:48]4[OH:51])[C:45]4([CH3:52])[CH:40]([CH2:41][CH:42]([OH:53])[CH2:43][CH2:44]4)[CH2:39][CH:38]5[OH:54])[CH2:35][CH2:34]3)[CH3:32])=[CH:23][CH:22]=2)[CH2:14][CH2:13][N:12]([CH2:65][C:66]([O:68]C(C)(C)C)=[O:67])[CH2:11][CH2:10]1)=[O:7])(C)(C)C.Cl.CCOCC, predict the reaction product. The product is: [C:6]([CH2:8][N:9]1[CH2:17][CH2:16][N:15]([CH2:18][CH:19]([NH:56][CH2:57][C:58]([OH:60])=[O:59])[CH2:20][C:21]2[CH:26]=[CH:25][C:24]([NH:27][C:28](=[O:55])[CH2:29][CH2:30][CH:31]([CH:33]3[C:49]4([CH3:50])[CH:36]([CH:37]5[CH:46]([CH2:47][CH:48]4[OH:51])[C:45]4([CH3:52])[CH:40]([CH2:41][CH:42]([OH:53])[CH2:43][CH2:44]4)[CH2:39][CH:38]5[OH:54])[CH2:35][CH2:34]3)[CH3:32])=[CH:23][CH:22]=2)[CH2:14][CH2:13][N:12]([CH2:65][C:66]([OH:68])=[O:67])[CH2:11][CH2:10]1)([OH:7])=[O:5]. (3) Given the reactants [NH:1]1[C:9]2[C:4](=[CH:5][C:6]([C:10]3[C:18]4[C:13](=[N:14][CH:15]=[N:16][C:17]=4[NH2:19])[N:12]([CH3:20])[N:11]=3)=[CH:7][CH:8]=2)[CH2:3][CH2:2]1.[Cl:21][C:22]1[CH:23]=[C:24]([CH2:29][C:30](O)=[O:31])[CH:25]=[C:26]([Cl:28])[CH:27]=1.CN(C(ON1N=NC2C=CC=NC1=2)=[N+](C)C)C.F[P-](F)(F)(F)(F)F.CCN(C(C)C)C(C)C, predict the reaction product. The product is: [Cl:21][C:22]1[CH:23]=[C:24]([CH2:29][C:30]([N:1]2[C:9]3[C:4](=[CH:5][C:6]([C:10]4[C:18]5[C:13](=[N:14][CH:15]=[N:16][C:17]=5[NH2:19])[N:12]([CH3:20])[N:11]=4)=[CH:7][CH:8]=3)[CH2:3][CH2:2]2)=[O:31])[CH:25]=[C:26]([Cl:28])[CH:27]=1. (4) Given the reactants [OH:1][C@H:2]1[CH2:6][CH2:5][N:4]([CH:7]2[CH2:12][CH2:11][N:10](C(OC(C)(C)C)=O)[CH2:9][CH2:8]2)[CH2:3]1.[ClH:20], predict the reaction product. The product is: [ClH:20].[NH:10]1[CH2:11][CH2:12][CH:7]([N:4]2[CH2:5][CH2:6][C@H:2]([OH:1])[CH2:3]2)[CH2:8][CH2:9]1. (5) Given the reactants [N+:1]([C:4]1[CH:5]=[C:6]2[C:10](=[CH:11][C:12]=1[OH:13])[NH:9][N:8]=[CH:7]2)([O-])=O.[Cl:14][CH2:15][CH2:16][CH2:17]O, predict the reaction product. The product is: [Cl:14][CH2:15][CH2:16][CH2:17][O:13][C:12]1[CH:11]=[C:10]2[C:6]([CH:7]=[N:8][NH:9]2)=[CH:5][C:4]=1[NH2:1]. (6) Given the reactants [Br:1]N1C(=O)CCC1=O.[CH3:9][O:10][C:11]1[CH:12]=[C:13]2[C:17](=[CH:18][CH:19]=1)[CH2:16][CH2:15][CH2:14]2, predict the reaction product. The product is: [Br:1][C:19]1[CH:18]=[C:17]2[C:13](=[CH:12][C:11]=1[O:10][CH3:9])[CH2:14][CH2:15][CH2:16]2. (7) The product is: [Br:28][C:2]#[C:1][C:3]1[CH:4]=[CH:5][C:6]([CH2:9][CH2:10][C:11]([CH3:20])([S:16]([CH3:19])(=[O:17])=[O:18])[C:12]([O:14][CH3:15])=[O:13])=[CH:7][CH:8]=1. Given the reactants [C:1]([C:3]1[CH:8]=[CH:7][C:6]([CH2:9][CH2:10][C:11]([CH3:20])([S:16]([CH3:19])(=[O:18])=[O:17])[C:12]([O:14][CH3:15])=[O:13])=[CH:5][CH:4]=1)#[CH:2].C1C(=O)N([Br:28])C(=O)C1, predict the reaction product.